Dataset: Forward reaction prediction with 1.9M reactions from USPTO patents (1976-2016). Task: Predict the product of the given reaction. (1) Given the reactants [CH:1]([O:4][C:5]([N:7]1[CH2:12][CH2:11][CH:10]([O:13][N:14]=[C:15]2[CH2:20][CH2:19][N:18]([C:21]3[CH:26]=[C:25]([F:27])[C:24]([CH2:28][NH2:29])=[CH:23][C:22]=3[F:30])[CH2:17][CH2:16]2)[CH2:9][CH2:8]1)=[O:6])([CH3:3])[CH3:2].[S:31]([NH2:35])(N)(=[O:33])=[O:32].[CH3:36][OH:37], predict the reaction product. The product is: [CH:1]([O:4][C:5]([N:7]1[CH2:12][CH2:11][CH:10]([O:13][N:14]=[C:15]2[CH2:16][CH2:17][N:18]([C:21]3[CH:26]=[C:25]([F:27])[C:24]([CH2:28][NH:29][C:36]([N:35]=[S:31](=[O:33])=[O:32])=[O:37])=[CH:23][C:22]=3[F:30])[CH2:19][CH2:20]2)[CH2:9][CH2:8]1)=[O:6])([CH3:3])[CH3:2]. (2) Given the reactants C([O:3][C:4]([C:6]1[S:10][C:9]([C:11]2[CH:15]=[C:14]([CH3:16])[N:13]([CH2:17][CH2:18][C:19]3[CH:24]=[CH:23][C:22]([F:25])=[CH:21][CH:20]=3)[N:12]=2)=[N:8][C:7]=1[CH3:26])=[O:5])C.[OH-].[Na+], predict the reaction product. The product is: [F:25][C:22]1[CH:23]=[CH:24][C:19]([CH2:18][CH2:17][N:13]2[C:14]([CH3:16])=[CH:15][C:11]([C:9]3[S:10][C:6]([C:4]([OH:5])=[O:3])=[C:7]([CH3:26])[N:8]=3)=[N:12]2)=[CH:20][CH:21]=1. (3) Given the reactants NC1C=CC=CC=1NC(=O)C1C=CC(CNC2N=C(C3C=CC(OCCN(C)C)=CC=3)C=CN=2)=CC=1.NC1C=CC=CC=1NC(C1C=CC2N=C(C3C=CC(OC(F)(F)F)=CC=3)SC=2C=1)=O.C(OC(=O)[NH:73][C:74]1[CH:79]=[CH:78][CH:77]=[CH:76][C:75]=1[NH:80][C:81](=[O:96])[C:82]1[CH:87]=[CH:86][C:85]([CH:88]=[C:89]2[S:93][C:92](=[O:94])[NH:91][C:90]2=[O:95])=[CH:84][CH:83]=1)(C)(C)C, predict the reaction product. The product is: [NH2:73][C:74]1[CH:79]=[CH:78][CH:77]=[CH:76][C:75]=1[NH:80][C:81](=[O:96])[C:82]1[CH:83]=[CH:84][C:85]([CH:88]=[C:89]2[S:93][C:92](=[O:94])[NH:91][C:90]2=[O:95])=[CH:86][CH:87]=1. (4) Given the reactants [Br:1][C:2]1[CH:10]=[C:9]([F:11])[C:5]([C:6](O)=O)=[C:4]([F:12])[CH:3]=1.[NH:13]([C:15](=[S:17])[NH2:16])[NH2:14].O=P(Cl)(Cl)Cl, predict the reaction product. The product is: [Br:1][C:2]1[CH:10]=[C:9]([F:11])[C:5]([C:6]2[S:17][C:15]([NH2:16])=[N:13][N:14]=2)=[C:4]([F:12])[CH:3]=1. (5) Given the reactants [Cl:1][CH2:2][CH:3]=O.Cl.[C:6]([O:10][NH2:11])([CH3:9])([CH3:8])[CH3:7], predict the reaction product. The product is: [C:6]([O:10][N:11]=[CH:3][CH2:2][Cl:1])([CH3:9])([CH3:8])[CH3:7].